From a dataset of Reaction yield outcomes from USPTO patents with 853,638 reactions. Predict the reaction yield, written as a fraction of the theoretical maximum amount of product (1.0 means a 100% yield; for example, 0.34 means a 34% yield). (1) The product is [NH2:1][C:4]1[C:5]([OH:16])=[N:6][C:7]([C:10]2[N:11]=[N:12][CH:13]=[CH:14][CH:15]=2)=[N:8][CH:9]=1. The yield is 0.300. The catalyst is C1COCC1.O. The reactants are [N+:1]([C:4]1[C:5]([OH:16])=[N:6][C:7]([C:10]2[N:11]=[N:12][CH:13]=[CH:14][CH:15]=2)=[N:8][CH:9]=1)([O-])=O.O. (2) The reactants are CO[C:3](=[O:24])[C:4]1[CH:9]=[CH:8][C:7]([O:10][CH2:11][C:12]2[C:13]([C:17]3[CH:22]=[CH:21][C:20]([Cl:23])=[CH:19][CH:18]=3)=[N:14][O:15][CH:16]=2)=[N:6][CH:5]=1.[NH2:25][CH:26]1[CH2:31][CH2:30][O:29][CH2:28][CH2:27]1. No catalyst specified. The product is [Cl:23][C:20]1[CH:19]=[CH:18][C:17]([C:13]2[C:12]([CH2:11][O:10][C:7]3[CH:8]=[CH:9][C:4]([C:3]([NH:25][CH:26]4[CH2:31][CH2:30][O:29][CH2:28][CH2:27]4)=[O:24])=[CH:5][N:6]=3)=[CH:16][O:15][N:14]=2)=[CH:22][CH:21]=1. The yield is 0.710. (3) The reactants are [Cl:1][C:2]1[CH:7]=[CH:6][C:5]([C:8]2([C:13]3[CH:18]=[CH:17][C:16]([N+:19]([O-])=[O:20])=[CH:15][CH:14]=3)[O:12][CH2:11][CH2:10][O:9]2)=[CH:4][CH:3]=1.[CH3:22][C:23]1[CH:24]=[C:25]([CH2:29]C#N)[CH:26]=[CH:27][CH:28]=1.[OH-].[Na+].O. The catalyst is CO. The product is [Cl:1][C:2]1[CH:7]=[CH:6][C:5]([C:8]2([C:13]3[CH:14]=[CH:15][C:16]4[C:17]([CH:18]=3)=[C:22]([C:23]3[CH:28]=[CH:27][CH:26]=[C:25]([CH3:29])[CH:24]=3)[O:20][N:19]=4)[O:9][CH2:10][CH2:11][O:12]2)=[CH:4][CH:3]=1. The yield is 0.920. (4) The reactants are [N+:1]([C:4]1[CH:5]=[C:6]2[C:11](=[CH:12][CH:13]=1)[O:10][CH:9]=[CH:8][C:7]2=[O:14])([O-])=O. The product is [NH2:1][C:4]1[CH:5]=[C:6]2[C:11](=[CH:12][CH:13]=1)[O:10][CH:9]=[CH:8][C:7]2=[O:14]. The catalyst is CO.C(OCC)(=O)C.[Pd]. The yield is 0.940.